The task is: Predict the product of the given reaction.. This data is from Forward reaction prediction with 1.9M reactions from USPTO patents (1976-2016). (1) The product is: [CH2:27]([O:29][CH2:30][CH2:31][O:32][C:2]1[CH:7]=[C:6]([F:8])[CH:5]=[CH:4][C:3]=1[C:9]1[N:14]=[CH:13][N:12]=[C:11]([NH:15][C:16]2[CH:21]=[CH:20][CH:19]=[C:18]([CH2:22][S:23]([CH3:26])(=[O:25])=[O:24])[CH:17]=2)[N:10]=1)[CH3:28]. Given the reactants F[C:2]1[CH:7]=[C:6]([F:8])[CH:5]=[CH:4][C:3]=1[C:9]1[N:14]=[CH:13][N:12]=[C:11]([NH:15][C:16]2[CH:21]=[CH:20][CH:19]=[C:18]([CH2:22][S:23]([CH3:26])(=[O:25])=[O:24])[CH:17]=2)[N:10]=1.[CH2:27]([O:29][CH2:30][CH2:31][OH:32])[CH3:28], predict the reaction product. (2) Given the reactants [CH2:1]([O:3][C:4]([C:6]1([CH3:27])[CH2:11][CH2:10][N:9]([C:12]2[CH2:26][C:15]3([CH2:18][N:17](C(OC(C)(C)C)=O)[CH2:16]3)[O:14][N:13]=2)[CH2:8][CH2:7]1)=[O:5])[CH3:2].[Cl:28][C:29]1[CH:30]=[C:31]([CH:34]=[C:35]([O:43][CH2:44][CH3:45])[C:36]=1[O:37][CH2:38][C:39]([F:42])([F:41])[F:40])[CH:32]=O, predict the reaction product. The product is: [Cl:28][C:29]1[CH:30]=[C:31]([CH:34]=[C:35]([O:43][CH2:44][CH3:45])[C:36]=1[O:37][CH2:38][C:39]([F:41])([F:42])[F:40])[CH2:32][N:17]1[CH2:18][C:15]2([CH2:26][C:12]([N:9]3[CH2:10][CH2:11][C:6]([CH3:27])([C:4]([O:3][CH2:1][CH3:2])=[O:5])[CH2:7][CH2:8]3)=[N:13][O:14]2)[CH2:16]1. (3) Given the reactants P(Br)(Br)[Br:2].O[CH2:6][C:7]1[C:12]([CH3:13])=[CH:11][CH:10]=[CH:9][C:8]=1[N:14]1[C:18](=[O:19])[N:17]([CH3:20])[N:16]=[N:15]1, predict the reaction product. The product is: [Br:2][CH2:6][C:7]1[C:12]([CH3:13])=[CH:11][CH:10]=[CH:9][C:8]=1[N:14]1[C:18](=[O:19])[N:17]([CH3:20])[N:16]=[N:15]1. (4) The product is: [NH2:19][C:20]1[C:25]([C:26]([O:28][CH3:29])=[O:27])=[C:24]([OH:30])[C:23]([C:31]2[CH:35]=[CH:34][O:33][C:32]=2[CH2:36][CH2:37][OH:38])=[CH:22][CH:21]=1. Given the reactants [F-].C([N+](CCCC)(CCCC)CCCC)CCC.[NH2:19][C:20]1[C:25]([C:26]([O:28][CH3:29])=[O:27])=[C:24]([OH:30])[C:23]([C:31]2[CH:35]=[CH:34][O:33][C:32]=2[CH2:36][CH2:37][O:38][Si](C(C)(C)C)(C)C)=[CH:22][CH:21]=1, predict the reaction product. (5) The product is: [Br:1][C:2]1[C:3]([N:23]2[CH2:24][CH2:25][N:20]([CH2:19][C:14]3[CH:15]=[CH:16][CH:17]=[CH:18][N:13]=3)[CH2:21][CH2:22]2)=[C:4]([N+:9]([O-:11])=[O:10])[C:5]([NH2:8])=[N:6][CH:7]=1. Given the reactants [Br:1][C:2]1[C:3](Cl)=[C:4]([N+:9]([O-:11])=[O:10])[C:5]([NH2:8])=[N:6][CH:7]=1.[N:13]1[CH:18]=[CH:17][CH:16]=[CH:15][C:14]=1[CH2:19][N:20]1[CH2:25][CH2:24][NH:23][CH2:22][CH2:21]1.C(N(C(C)C)CC)(C)C, predict the reaction product. (6) Given the reactants O1CCOCC1.Cl[C:8]1[N:16]=[CH:15][N:14]=[C:13]2[C:9]=1[N:10]=[CH:11][N:12]2[C@H:17]1[C@@H:21]2[O:22][C:23]([CH3:26])([CH3:25])[O:24][C@@H:20]2[C@@H:19]([CH2:27][OH:28])[O:18]1.[CH:29](/B(O)O)=[CH:30]\[C:31]1[CH:36]=[CH:35][CH:34]=[CH:33][CH:32]=1.C(=O)([O-])[O-].[Cs+].[Cs+], predict the reaction product. The product is: [CH3:25][C:23]1([CH3:26])[O:22][C@H:21]2[C@H:17]([N:12]3[CH:11]=[N:10][C:9]4[C:13]3=[N:14][CH:15]=[N:16][C:8]=4/[CH:29]=[CH:30]/[C:31]3[CH:36]=[CH:35][CH:34]=[CH:33][CH:32]=3)[O:18][C@H:19]([CH2:27][OH:28])[C@H:20]2[O:24]1.